Dataset: Catalyst prediction with 721,799 reactions and 888 catalyst types from USPTO. Task: Predict which catalyst facilitates the given reaction. (1) Reactant: [NH2:1][C:2]1[C:3]([N:21]2[CH2:26][CH2:25][N:24]([C:27]3[CH:32]=[C:31]([CH3:33])[CH:30]=[CH:29][C:28]=3[CH3:34])[CH2:23][CH2:22]2)=[CH:4][C:5]([Cl:20])=[C:6]([CH:19]=1)[C:7]([NH:9][CH2:10][CH2:11][CH2:12][N:13]1[CH2:17][CH2:16][CH2:15][C:14]1=[O:18])=[O:8].CN(C)C=O.CN(C(ON1N=NC2C=CC=NC1=2)=[N+](C)C)C.F[P-](F)(F)(F)(F)F.C(N(CC)C(C)C)(C)C.[CH:73]1([C:76]2[O:77][CH:78]=[C:79]([C:81](O)=[O:82])[N:80]=2)[CH2:75][CH2:74]1. Product: [Cl:20][C:5]1[C:6]([C:7](=[O:8])[NH:9][CH2:10][CH2:11][CH2:12][N:13]2[CH2:17][CH2:16][CH2:15][C:14]2=[O:18])=[CH:19][C:2]([NH:1][C:81]([C:79]2[N:80]=[C:76]([CH:73]3[CH2:75][CH2:74]3)[O:77][CH:78]=2)=[O:82])=[C:3]([N:21]2[CH2:22][CH2:23][N:24]([C:27]3[CH:32]=[C:31]([CH3:33])[CH:30]=[CH:29][C:28]=3[CH3:34])[CH2:25][CH2:26]2)[CH:4]=1. The catalyst class is: 69. (2) Reactant: [C:1]([O:11][CH2:12][CH3:13])(=[O:10])[CH:2]=[CH:3][C:4]1[CH:9]=[CH:8][CH:7]=[CH:6][CH:5]=1.[H][H]. Product: [C:4]1([CH2:3][CH2:2][C:1]([O:11][CH2:12][CH3:13])=[O:10])[CH:9]=[CH:8][CH:7]=[CH:6][CH:5]=1. The catalyst class is: 19. (3) Reactant: Cl.[C:2]([CH2:6][C@H:7]([C:9]([NH:11][C@H:12]([C:18]([OH:20])=[O:19])[CH2:13][C:14]([CH3:17])([CH3:16])[CH3:15])=[O:10])[NH2:8])([CH3:5])([CH3:4])[CH3:3].[OH2:21].CN1[CH2:28][CH2:27][O:26][CH2:25]C1. Product: [CH2:27]([O:26][C:25]([NH:8][C@@H:7]([C:9]([NH:11][C@H:12]([C:18]([OH:20])=[O:19])[CH2:13][C:14]([CH3:17])([CH3:16])[CH3:15])=[O:10])[CH2:6][C:2]([CH3:5])([CH3:3])[CH3:4])=[O:21])[C:28]1[CH:9]=[CH:7][CH:6]=[CH:2][CH:3]=1. The catalyst class is: 1. (4) Reactant: [F:1][C:2]1[CH:11]=[C:10]([NH:12][S:13]([C:16]2[CH:21]=[CH:20][C:19]([N:22]3[CH:26]=[CH:25][N:24]=[N:23]3)=[CH:18][N:17]=2)(=[O:15])=[O:14])[CH:9]=[C:8]([F:27])[C:3]=1[C:4]([O:6]C)=[O:5].[OH-].[Na+].Cl. Product: [F:27][C:8]1[CH:9]=[C:10]([NH:12][S:13]([C:16]2[CH:21]=[CH:20][C:19]([N:22]3[CH:26]=[CH:25][N:24]=[N:23]3)=[CH:18][N:17]=2)(=[O:15])=[O:14])[CH:11]=[C:2]([F:1])[C:3]=1[C:4]([OH:6])=[O:5]. The catalyst class is: 5. (5) Reactant: [C:1]1([CH2:7][O:8][C:9]2[CH:10]=[CH:11][C:12](C(=O)C)=[C:13]3[C:18]=2[NH:17][C:16](=[O:19])[CH:15]=[CH:14]3)[CH:6]=[CH:5][CH:4]=[CH:3][CH:2]=1.[C:23]([OH:26])(=O)[CH3:24].I([Cl:30])(=O)=O.I(Cl)(=O)=O.C([N+](C)(C)C)C1C=CC=CC=1. Product: [Cl:30][CH2:24][C:23]([N:17]1[C:18]2[C:13](=[CH:12][CH:11]=[CH:10][C:9]=2[O:8][CH2:7][C:1]2[CH:2]=[CH:3][CH:4]=[CH:5][CH:6]=2)[CH:14]=[CH:15][C:16]1=[O:19])=[O:26]. The catalyst class is: 6. (6) Reactant: [Cl:1][C:2]1[CH:3]=[CH:4][C:5]([NH:11][CH2:12][CH2:13][O:14][CH3:15])=[C:6]([CH:10]=1)[C:7]([OH:9])=O.Cl.[CH2:17]([C:19]([NH2:24])([CH2:22][CH3:23])[C:20]#[CH:21])[CH3:18].C1C=CC2N(O)N=NC=2C=1.CCN=C=NCCCN(C)C.CCN(C(C)C)C(C)C. Product: [Cl:1][C:2]1[CH:3]=[CH:4][C:5]([NH:11][CH2:12][CH2:13][O:14][CH3:15])=[C:6]([CH:10]=1)[C:7]([NH:24][C:19]([CH2:22][CH3:23])([CH2:20][CH3:21])[C:17]#[CH:18])=[O:9]. The catalyst class is: 2. (7) Reactant: [C:1]1([CH:7]([C:29]2[CH:34]=[CH:33][CH:32]=[CH:31][CH:30]=2)[CH2:8][NH:9][C:10]2[N:18]=[C:17](S(C)(=O)=O)[N:16]=[C:15]3[C:11]=2[N:12]=[CH:13][N:14]3[CH:23]2[CH2:28][CH2:27][CH2:26][CH2:25][O:24]2)[CH:6]=[CH:5][CH:4]=[CH:3][CH:2]=1.[CH3:35][N:36](C)C=O.[C-]#N.[K+]. Product: [C:1]1([CH:7]([C:29]2[CH:34]=[CH:33][CH:32]=[CH:31][CH:30]=2)[CH2:8][NH:9][C:10]2[N:18]=[C:17]([C:35]#[N:36])[N:16]=[C:15]3[C:11]=2[N:12]=[CH:13][N:14]3[CH:23]2[CH2:28][CH2:27][CH2:26][CH2:25][O:24]2)[CH:6]=[CH:5][CH:4]=[CH:3][CH:2]=1. The catalyst class is: 6.